This data is from hERG potassium channel inhibition data for cardiac toxicity prediction from Karim et al.. The task is: Regression/Classification. Given a drug SMILES string, predict its toxicity properties. Task type varies by dataset: regression for continuous values (e.g., LD50, hERG inhibition percentage) or binary classification for toxic/non-toxic outcomes (e.g., AMES mutagenicity, cardiotoxicity, hepatotoxicity). Dataset: herg_karim. (1) The molecule is Cc1c(Cl)ccc(OC2CCN(C[C@H](O)CNC(=O)c3c[nH]c(=O)c4cc(S(C)(=O)=O)ccc34)CC2)c1Cl. The result is 0 (non-blocker). (2) The drug is Cc1cc(C#N)ccc1-c1ccnc(NCc2cc(-c3ccccn3)n[nH]2)c1. The result is 1 (blocker). (3) The compound is NC(=O)C1CCN(CCOc2ccc(Oc3nc4ncccc4s3)cc2)CC1. The result is 0 (non-blocker).